Dataset: Peptide-MHC class II binding affinity with 134,281 pairs from IEDB. Task: Regression. Given a peptide amino acid sequence and an MHC pseudo amino acid sequence, predict their binding affinity value. This is MHC class II binding data. (1) The peptide sequence is YDKFLAHVSTVLTGK. The MHC is DRB3_0202 with pseudo-sequence DRB3_0202. The binding affinity (normalized) is 0.580. (2) The peptide sequence is GEPGIAGFVAEQGPK. The MHC is H-2-IAq with pseudo-sequence H-2-IAq. The binding affinity (normalized) is 0.149. (3) The MHC is DRB1_0701 with pseudo-sequence DRB1_0701. The peptide sequence is KFDSALARKHIARELH. The binding affinity (normalized) is 0.288. (4) The peptide sequence is MAKKGGEAMDTISVF. The MHC is DRB3_0101 with pseudo-sequence DRB3_0101. The binding affinity (normalized) is 0.379.